Dataset: Forward reaction prediction with 1.9M reactions from USPTO patents (1976-2016). Task: Predict the product of the given reaction. (1) Given the reactants [N:1]1([C:7]2[CH:12]=[CH:11][C:10]([NH:13][C:14]([C:16]3[C:17]([C:22]4[CH:27]=[CH:26][C:25]([C:28]([F:31])([F:30])[F:29])=[CH:24][CH:23]=4)=[CH:18][CH:19]=[CH:20][CH:21]=3)=[O:15])=[CH:9][CH:8]=2)[CH2:6][CH2:5][NH:4][CH2:3][CH2:2]1.[C:32](OC(=O)C)(=[O:34])[CH3:33], predict the reaction product. The product is: [C:32]([N:4]1[CH2:5][CH2:6][N:1]([C:7]2[CH:8]=[CH:9][C:10]([NH:13][C:14]([C:16]3[C:17]([C:22]4[CH:27]=[CH:26][C:25]([C:28]([F:29])([F:31])[F:30])=[CH:24][CH:23]=4)=[CH:18][CH:19]=[CH:20][CH:21]=3)=[O:15])=[CH:11][CH:12]=2)[CH2:2][CH2:3]1)(=[O:34])[CH3:33]. (2) Given the reactants [CH3:1][N:2]1[CH2:7][CH2:6][N:5]2[N:8]=[C:9]([C:14]([NH2:16])=[O:15])[C:10]([N+:11]([O-])=O)=[C:4]2[C:3]1=[O:17], predict the reaction product. The product is: [NH2:11][C:10]1[C:9]([C:14]([NH2:16])=[O:15])=[N:8][N:5]2[CH2:6][CH2:7][N:2]([CH3:1])[C:3](=[O:17])[C:4]=12. (3) Given the reactants Cl.Cl.[NH2:3][CH:4]1[CH2:9][CH2:8][N:7]([C:10]2[C:20]([Cl:21])=[CH:19][C:13]([C:14]([O:16][CH2:17][CH3:18])=[O:15])=[CH:12][N:11]=2)[CH2:6][CH2:5]1.[C:22]1([N:28]=[C:29]=[O:30])[CH:27]=[CH:26][CH:25]=[CH:24][CH:23]=1, predict the reaction product. The product is: [NH:28]([C:29]([NH:3][CH:4]1[CH2:5][CH2:6][N:7]([C:10]2[C:20]([Cl:21])=[CH:19][C:13]([C:14]([O:16][CH2:17][CH3:18])=[O:15])=[CH:12][N:11]=2)[CH2:8][CH2:9]1)=[O:30])[C:22]1[CH:27]=[CH:26][CH:25]=[CH:24][CH:23]=1.